This data is from Full USPTO retrosynthesis dataset with 1.9M reactions from patents (1976-2016). The task is: Predict the reactants needed to synthesize the given product. (1) The reactants are: [CH3:1][O:2][C:3]1[N:11]=[C:10]([O:12][CH3:13])[CH:9]=[CH:8][C:4]=1[C:5]([OH:7])=O.CCN=C=NCCCN(C)C.Cl.C1C=CC2N(O)N=NC=2C=1.O[NH:37][C:38]([C:40]1[CH:45]=[CH:44][C:43]([C:46]2[CH:51]=[CH:50][CH:49]=[CH:48][CH:47]=2)=[C:42]([C:52]([F:55])([F:54])[F:53])[CH:41]=1)=[NH:39]. Given the product [CH3:1][O:2][C:3]1[C:4]([C:5]2[O:7][N:39]=[C:38]([C:40]3[CH:45]=[CH:44][C:43]([C:46]4[CH:51]=[CH:50][CH:49]=[CH:48][CH:47]=4)=[C:42]([C:52]([F:53])([F:54])[F:55])[CH:41]=3)[N:37]=2)=[CH:8][CH:9]=[C:10]([O:12][CH3:13])[N:11]=1, predict the reactants needed to synthesize it. (2) Given the product [CH3:26][O:25][C:23]([C:22]1[C:21]([CH:18]2[CH2:20][CH2:19]2)=[N:1][C:2]2[C:3]([C:9]=1[C:11]1[CH:16]=[CH:15][CH:14]=[C:13]([Cl:17])[CH:12]=1)=[CH:4][C:5]([Cl:8])=[CH:6][CH:7]=2)=[O:24], predict the reactants needed to synthesize it. The reactants are: [NH2:1][C:2]1[CH:7]=[CH:6][C:5]([Cl:8])=[CH:4][C:3]=1[C:9]([C:11]1[CH:16]=[CH:15][CH:14]=[C:13]([Cl:17])[CH:12]=1)=O.[CH:18]1([C:21](=O)[CH2:22][C:23]([O:25][CH3:26])=[O:24])[CH2:20][CH2:19]1.[O-]S(C(F)(F)F)(=O)=O.[Yb+3].[O-]S(C(F)(F)F)(=O)=O.[O-]S(C(F)(F)F)(=O)=O. (3) The reactants are: Cl[C:2]1[CH:11]=[C:10]([C:12]2[CH:13]=[N:14][CH:15]=[CH:16][CH:17]=2)[C:9]2[CH2:8][CH2:7][CH2:6][CH2:5][C:4]=2[N:3]=1.[CH3:18][C:19]1[CH:24]=[CH:23][N:22]=[C:21]([CH2:25][OH:26])[CH:20]=1.C(=O)([O-])[O-].[Cs+].[Cs+]. Given the product [CH3:18][C:19]1[CH:24]=[CH:23][N:22]=[C:21]([CH2:25][O:26][C:2]2[CH:11]=[C:10]([C:12]3[CH:13]=[N:14][CH:15]=[CH:16][CH:17]=3)[C:9]3[CH2:8][CH2:7][CH2:6][CH2:5][C:4]=3[N:3]=2)[CH:20]=1, predict the reactants needed to synthesize it. (4) Given the product [Cl:29][C:28]1[C:23]([O:1][C:2]2[CH:7]=[C:6]([O:8][CH2:9][CH2:10][O:11][CH3:12])[CH:5]=[CH:4][C:3]=2[CH2:13][CH2:14][C:15]([O:17][CH2:18][CH3:19])=[O:16])=[N:24][CH:25]=[C:26]([C:30]([F:32])([F:31])[F:33])[CH:27]=1, predict the reactants needed to synthesize it. The reactants are: [OH:1][C:2]1[CH:7]=[C:6]([O:8][CH2:9][CH2:10][O:11][CH3:12])[CH:5]=[CH:4][C:3]=1[CH2:13][CH2:14][C:15]([O:17][CH2:18][CH3:19])=[O:16].[H-].[Na+].Cl[C:23]1[C:28]([Cl:29])=[CH:27][C:26]([C:30]([F:33])([F:32])[F:31])=[CH:25][N:24]=1.O. (5) The reactants are: I[C:2]1[CH:11]=[C:10]2[C:5]([N:6]=[C:7]([O:19][CH:20]([C:25]3[CH:26]=[N:27][CH:28]=[CH:29][CH:30]=3)[C:21]([F:24])([F:23])[F:22])[C:8]([NH:12][S:13]([CH2:16][CH2:17][CH3:18])(=[O:15])=[O:14])=[N:9]2)=[CH:4][CH:3]=1.C[Si]([C:35]#[CH:36])(C)C.C(N(CC)CC)C.[F-].C([N+](CCCC)(CCCC)CCCC)CCC. Given the product [C:35]([C:2]1[CH:11]=[C:10]2[C:5]([N:6]=[C:7]([O:19][CH:20]([C:25]3[CH:26]=[N:27][CH:28]=[CH:29][CH:30]=3)[C:21]([F:24])([F:22])[F:23])[C:8]([NH:12][S:13]([CH2:16][CH2:17][CH3:18])(=[O:14])=[O:15])=[N:9]2)=[CH:4][CH:3]=1)#[CH:36], predict the reactants needed to synthesize it. (6) Given the product [Cl:1][C:2]1[N:7]=[C:6]([C:8]2[CH:9]=[C:10]([NH2:14])[CH:11]=[CH:12][CH:13]=2)[CH:5]=[CH:4][N:3]=1, predict the reactants needed to synthesize it. The reactants are: [Cl:1][C:2]1[N:7]=[C:6]([C:8]2[CH:13]=[CH:12][CH:11]=[C:10]([N+:14]([O-])=O)[CH:9]=2)[CH:5]=[CH:4][N:3]=1. (7) Given the product [CH3:18][S:19]([O:16][CH2:15][CH2:14][C:12]1[N:13]=[C:9]([C:7]2[CH:6]=[CH:5][N:4]=[C:3]([CH2:1][CH3:2])[CH:8]=2)[S:10][C:11]=1[CH3:17])(=[O:21])=[O:20], predict the reactants needed to synthesize it. The reactants are: [CH2:1]([C:3]1[CH:8]=[C:7]([C:9]2[S:10][C:11]([CH3:17])=[C:12]([CH2:14][CH2:15][OH:16])[N:13]=2)[CH:6]=[CH:5][N:4]=1)[CH3:2].[CH3:18][S:19](Cl)(=[O:21])=[O:20].